This data is from Forward reaction prediction with 1.9M reactions from USPTO patents (1976-2016). The task is: Predict the product of the given reaction. (1) Given the reactants [CH3:1][O:2][C:3](=[O:15])[C:4]1[CH:9]=[CH:8][CH:7]=[C:6]([C:10](=O)[CH:11](Br)[CH3:12])[CH:5]=1.[C:16]([NH2:19])(=[S:18])[CH3:17], predict the reaction product. The product is: [CH3:1][O:2][C:3](=[O:15])[C:4]1[CH:9]=[CH:8][CH:7]=[C:6]([C:10]2[N:19]=[C:16]([CH3:17])[S:18][C:11]=2[CH3:12])[CH:5]=1. (2) The product is: [Cl:8][CH2:9][CH2:10][C:12]1[CH:13]=[C:14]2[C:18](=[CH:19][C:20]=1[Cl:21])[NH:17][C:16](=[O:22])[CH2:15]2. Given the reactants C([SiH](CC)CC)C.[Cl:8][CH2:9][C:10]([C:12]1[CH:13]=[C:14]2[C:18](=[CH:19][C:20]=1[Cl:21])[NH:17][C:16](=[O:22])[CH2:15]2)=O.FC(F)(F)C(O)=O, predict the reaction product.